This data is from Catalyst prediction with 721,799 reactions and 888 catalyst types from USPTO. The task is: Predict which catalyst facilitates the given reaction. (1) Reactant: Cl[C:2]1[N:3]=[C:4]([NH:27][CH2:28][CH:29]2[CH2:34][CH2:33][N:32](C(OC(C)(C)C)=O)[CH2:31][CH2:30]2)[C:5]2[C:10]([C:11]3[CH:16]=[CH:15][N:14]=[CH:13][CH:12]=3)=[CH:9][N:8](S(C3C=CC(C)=CC=3)(=O)=O)[C:6]=2[N:7]=1.[NH2:42][C:43]1[CH:48]=[CH:47][C:46]([N:49]2[CH2:54][CH2:53][N:52]([C:55](=[O:57])[CH3:56])[CH2:51][CH2:50]2)=[CH:45][CH:44]=1.C[Si](Cl)(C)C. Product: [NH:32]1[CH2:33][CH2:34][CH:29]([CH2:28][NH:27][C:4]2[C:5]3[C:10]([C:11]4[CH:12]=[CH:13][N:14]=[CH:15][CH:16]=4)=[CH:9][NH:8][C:6]=3[N:7]=[C:2]([NH:42][C:43]3[CH:44]=[CH:45][C:46]([N:49]4[CH2:50][CH2:51][N:52]([C:55](=[O:57])[CH3:56])[CH2:53][CH2:54]4)=[CH:47][CH:48]=3)[N:3]=2)[CH2:30][CH2:31]1. The catalyst class is: 51. (2) Product: [Br:1][C:2]1[CH:14]=[CH:13][C:12]2[C:11]3[C:6](=[CH:7][C:8]([N:38]([C:39]4[CH:40]=[CH:41][CH:42]=[CH:43][CH:44]=4)[C:32]4[CH:37]=[CH:36][CH:35]=[CH:34][CH:33]=4)=[CH:9][CH:10]=3)[C:5]([CH2:24][CH:25]([CH2:30][CH3:31])[CH2:26][CH2:27][CH2:28][CH3:29])([CH2:16][CH:17]([CH2:22][CH3:23])[CH2:18][CH2:19][CH2:20][CH3:21])[C:4]=2[CH:3]=1. Reactant: [Br:1][C:2]1[CH:14]=[CH:13][C:12]2[C:11]3[C:6](=[CH:7][C:8](I)=[CH:9][CH:10]=3)[C:5]([CH2:24][CH:25]([CH2:30][CH3:31])[CH2:26][CH2:27][CH2:28][CH3:29])([CH2:16][CH:17]([CH2:22][CH3:23])[CH2:18][CH2:19][CH2:20][CH3:21])[C:4]=2[CH:3]=1.[C:32]1([NH:38][C:39]2[CH:44]=[CH:43][CH:42]=[CH:41][CH:40]=2)[CH:37]=[CH:36][CH:35]=[CH:34][CH:33]=1.C1OCCOCCOCCOCCOCCOC1.C([O-])([O-])=O.[K+].[K+]. The catalyst class is: 728. (3) Reactant: C[O:2][C:3](=[O:44])[CH:4]([NH:14][C:15]([C:17]1[N:18]=[C:19]([C:34]2[CH:39]=[CH:38][C:37]([C:40]([F:43])([F:42])[F:41])=[CH:36][CH:35]=2)[S:20][C:21]=1[C:22]1[CH:27]=[CH:26][C:25]([C:28]2[CH:33]=[CH:32][CH:31]=[CH:30][CH:29]=2)=[CH:24][CH:23]=1)=[O:16])[CH2:5][S:6][CH2:7][C:8]1[CH:13]=[CH:12][CH:11]=[CH:10][CH:9]=1.[OH-].[Na+]. Product: [CH2:7]([S:6][CH2:5][C@H:4]([NH:14][C:15]([C:17]1[N:18]=[C:19]([C:34]2[CH:39]=[CH:38][C:37]([C:40]([F:43])([F:42])[F:41])=[CH:36][CH:35]=2)[S:20][C:21]=1[C:22]1[CH:27]=[CH:26][C:25]([C:28]2[CH:33]=[CH:32][CH:31]=[CH:30][CH:29]=2)=[CH:24][CH:23]=1)=[O:16])[C:3]([OH:44])=[O:2])[C:8]1[CH:13]=[CH:12][CH:11]=[CH:10][CH:9]=1. The catalyst class is: 1. (4) Reactant: C[O:2][C:3]([C:5]1[S:9][C:8]([O:10][C:11]2[CH:12]=[C:13]3[C:18](=[CH:19][CH:20]=2)[O:17][CH:16]([C:21]2[CH:26]=[CH:25][CH:24]=[CH:23][C:22]=2[CH3:27])[CH2:15][CH2:14]3)=[N:7][CH:6]=1)=[O:4].[OH-].[Li+:29]. Product: [Li+:29].[C:22]1([CH3:27])[CH:23]=[CH:24][CH:25]=[CH:26][C:21]=1[CH:16]1[CH2:15][CH2:14][C:13]2[C:18](=[CH:19][CH:20]=[C:11]([O:10][C:8]3[S:9][C:5]([C:3]([O-:4])=[O:2])=[CH:6][N:7]=3)[CH:12]=2)[O:17]1. The catalyst class is: 193. (5) Reactant: Cl[C:2]1[CH:3]=[CH:4][C:5]2[N:6]([C:8]([C@@H:11]([O:13][C:14]3[C:15]4[O:23][CH:22]=[C:21]([C:24]5[CH:25]=[N:26][N:27]([CH:29]6[CH2:34][CH2:33][NH:32][CH2:31][CH2:30]6)[CH:28]=5)[C:16]=4[CH:17]=[N:18][C:19]=3[NH2:20])[CH3:12])=[N:9][N:10]=2)[N:7]=1.[C:35]1(B(O)O)[CH:40]=[CH:39][CH:38]=[CH:37][CH:36]=1.C([O-])([O-])=O.[K+].[K+].O1CCOCC1. Product: [C:35]1([C:2]2[CH:3]=[CH:4][C:5]3[N:6]([C:8]([C@@H:11]([O:13][C:14]4[C:15]5[O:23][CH:22]=[C:21]([C:24]6[CH:25]=[N:26][N:27]([CH:29]7[CH2:30][CH2:31][NH:32][CH2:33][CH2:34]7)[CH:28]=6)[C:16]=5[CH:17]=[N:18][C:19]=4[NH2:20])[CH3:12])=[N:9][N:10]=3)[N:7]=2)[CH:40]=[CH:39][CH:38]=[CH:37][CH:36]=1. The catalyst class is: 103. (6) Reactant: [NH:1]1[C:9]2[C:4](=[CH:5][CH:6]=[CH:7][CH:8]=2)[CH:3]([C:10](OCC)=[O:11])[CH2:2]1.[H-].[Al+3].[Li+].[H-].[H-].[H-].C1COCC1.O. Product: [NH:1]1[C:9]2[C:4](=[CH:5][CH:6]=[CH:7][CH:8]=2)[CH:3]([CH2:10][OH:11])[CH2:2]1. The catalyst class is: 1. (7) Product: [CH3:21][S:22]([C:36]1[CH:37]=[CH:38][C:33]([CH:8]2[CH2:7][CH2:6][C:5]3[C:10](=[CH:11][CH:12]=[C:3]([O:2][CH3:1])[CH:4]=3)[C:9]2=[O:13])=[CH:34][CH:35]=1)(=[O:24])=[O:23]. The catalyst class is: 226. Reactant: [CH3:1][O:2][C:3]1[CH:4]=[C:5]2[C:10](=[CH:11][CH:12]=1)[C:9](=[O:13])[CH2:8][CH2:7][CH2:6]2.BrC1C=CC([CH2:21][S:22](CC2C=CC(Br)=CC=2)(=[O:24])=[O:23])=CC=1.[CH:33]1[CH:38]=[CH:37][C:36](P([C:33]2[C:38](O[C:33]3[C:38](P([C:33]4[CH:38]=[CH:37][CH:36]=[CH:35][CH:34]=4)[C:33]4[CH:38]=[CH:37][CH:36]=[CH:35][CH:34]=4)=[CH:37][CH:36]=[CH:35][CH:34]=3)=[CH:37][CH:36]=[CH:35][CH:34]=2)[C:33]2[CH:38]=[CH:37][CH:36]=[CH:35][CH:34]=2)=[CH:35][CH:34]=1.CC(C)([O-])C.[Na+]. (8) The catalyst class is: 419. Reactant: N1C=CC=CC=1C(O)=O.[NH2:10][C:11]1[C:16]([C:17]2[CH:22]=[CH:21][C:20]([OH:23])=[CH:19][CH:18]=2)=[CH:15][CH:14]=[CH:13][N:12]=1.P([O-])([O-])([O-])=O.[K+].[K+].[K+].Br[C:33]1[CH:38]=[CH:37][C:36]([F:39])=[C:35]([CH3:40])[CH:34]=1. Product: [F:39][C:36]1[CH:37]=[CH:38][C:33]([O:23][C:20]2[CH:21]=[CH:22][C:17]([C:16]3[C:11]([NH2:10])=[N:12][CH:13]=[CH:14][CH:15]=3)=[CH:18][CH:19]=2)=[CH:34][C:35]=1[CH3:40]. (9) Reactant: [OH:1][NH:2][C:3](=[NH:11])[CH2:4][C:5]1[CH:10]=[CH:9][CH:8]=[CH:7][CH:6]=1.[H-].[Na+].CO[C:16](=O)[CH:17]([CH2:38][C:39]1[CH:40]=[C:41]2[C:45](=[C:46]([CH3:48])[CH:47]=1)[NH:44][N:43]=[CH:42]2)[CH2:18][C:19](=[O:37])[N:20]1[CH2:25][CH2:24][CH:23]([N:26]2[CH2:35][C:34]3[C:29](=[CH:30][CH:31]=[CH:32][CH:33]=3)[NH:28][C:27]2=[O:36])[CH2:22][CH2:21]1. Product: [CH2:4]([C:3]1[N:11]=[C:16]([CH:17]([CH2:38][C:39]2[CH:40]=[C:41]3[C:45](=[C:46]([CH3:48])[CH:47]=2)[NH:44][N:43]=[CH:42]3)[CH2:18][C:19]([N:20]2[CH2:25][CH2:24][CH:23]([N:26]3[CH2:35][C:34]4[C:29](=[CH:30][CH:31]=[CH:32][CH:33]=4)[NH:28][C:27]3=[O:36])[CH2:22][CH2:21]2)=[O:37])[O:1][N:2]=1)[C:5]1[CH:6]=[CH:7][CH:8]=[CH:9][CH:10]=1. The catalyst class is: 7. (10) Reactant: C([O-])([O-])=O.[K+].[K+].F[C:8]1[C:16]2[CH:15]=[CH:14][S:13][C:12]=2[C:11]([C:17]#[N:18])=[CH:10][CH:9]=1.[NH2:19][C@@H:20]([C:24]([OH:26])=[O:25])[C@H:21]([CH3:23])[OH:22]. Product: [C:17]([C:11]1[C:12]2[S:13][CH:14]=[CH:15][C:16]=2[C:8]([NH:19][C@H:20]([C@@H:21]([OH:22])[CH3:23])[C:24]([OH:26])=[O:25])=[CH:9][CH:10]=1)#[N:18]. The catalyst class is: 16.